This data is from Catalyst prediction with 721,799 reactions and 888 catalyst types from USPTO. The task is: Predict which catalyst facilitates the given reaction. The catalyst class is: 14. Product: [Cl:1][C:2]1[C:3]([CH2:22][OH:23])=[C:4]2[C:8](=[C:9]([CH3:11])[CH:10]=1)[N:7]([S:12]([C:15]1[CH:21]=[CH:20][C:18]([CH3:19])=[CH:17][CH:16]=1)(=[O:14])=[O:13])[CH:6]=[CH:5]2. Reactant: [Cl:1][C:2]1[C:3]([CH2:22][O:23]C2CCCCO2)=[C:4]2[C:8](=[C:9]([CH3:11])[CH:10]=1)[N:7]([S:12]([C:15]1[CH:21]=[CH:20][C:18]([CH3:19])=[CH:17][CH:16]=1)(=[O:14])=[O:13])[CH:6]=[CH:5]2.CC1C=CC(S(O)(=O)=O)=CC=1.O.